From a dataset of Full USPTO retrosynthesis dataset with 1.9M reactions from patents (1976-2016). Predict the reactants needed to synthesize the given product. Given the product [F:33][C:30]1[CH:29]=[CH:28][C:27]([C:26]2[N:25]([CH2:34][CH:35]([CH3:38])[CH2:36][OH:37])[N:24]=[C:23]([CH3:39])[C:22]=2[C:9]2[CH:10]=[CH:11][C:12]3[O:17][CH2:16][C:15](=[O:18])[NH:14][C:13]=3[CH:19]=2)=[CH:32][CH:31]=1, predict the reactants needed to synthesize it. The reactants are: CC1(C)C(C)(C)OB([C:9]2[CH:10]=[CH:11][C:12]3[O:17][CH2:16][C:15](=[O:18])[NH:14][C:13]=3[CH:19]=2)O1.Br[C:22]1[C:23]([CH3:39])=[N:24][N:25]([CH2:34][CH:35]([CH3:38])[CH2:36][OH:37])[C:26]=1[C:27]1[CH:32]=[CH:31][C:30]([F:33])=[CH:29][CH:28]=1.C(=O)([O-])[O-].[Cs+].[Cs+].